This data is from Reaction yield outcomes from USPTO patents with 853,638 reactions. The task is: Predict the reaction yield, written as a fraction of the theoretical maximum amount of product (1.0 means a 100% yield; for example, 0.34 means a 34% yield). (1) The product is [Cl:20][C:21]1[CH:26]=[CH:25][C:24]([NH:27][C:28]([NH:9][C:6]2[CH:7]=[CH:8][C:3]([O:2][CH3:1])=[C:4]([C:10]3[N:11]([CH3:19])[N:12]=[C:13]([C:15]([F:18])([F:16])[F:17])[CH:14]=3)[CH:5]=2)=[O:29])=[CH:23][CH:22]=1. The catalyst is C(Cl)Cl. The reactants are [CH3:1][O:2][C:3]1[CH:8]=[CH:7][C:6]([NH2:9])=[CH:5][C:4]=1[C:10]1[N:11]([CH3:19])[N:12]=[C:13]([C:15]([F:18])([F:17])[F:16])[CH:14]=1.[Cl:20][C:21]1[CH:26]=[CH:25][C:24]([N:27]=[C:28]=[O:29])=[CH:23][CH:22]=1. The yield is 0.880. (2) The reactants are [CH3:1][N:2]1[CH2:7][C@@H:6]2[CH2:8][C@H:3]1[CH2:4][N:5]2[C:9]1[CH:14]=[CH:13][C:12]([N+:15]([O-])=O)=[CH:11][C:10]=1[CH3:18]. The catalyst is CCO.[Pd]. The product is [CH3:18][C:10]1[CH:11]=[C:12]([CH:13]=[CH:14][C:9]=1[N:5]1[CH2:4][C@@H:3]2[CH2:8][C@H:6]1[CH2:7][N:2]2[CH3:1])[NH2:15]. The yield is 0.860. (3) The reactants are [NH3:1].CO.O=[C:5]1[CH2:10][CH2:9][CH2:8][CH2:7][CH:6]1[C:11]([O:13][CH2:14][CH3:15])=[O:12]. No catalyst specified. The product is [CH2:14]([O:13][C:11]([C:6]1[CH2:7][CH2:8][CH2:9][CH2:10][C:5]=1[NH2:1])=[O:12])[CH3:15]. The yield is 0.900. (4) The reactants are [Br:1]Br.[CH:3]([O:5][CH2:6][CH3:7])=[CH2:4].C(N(C(C)C)CC)(C)C.[C:17]([Si:21]([CH3:41])([CH3:40])[O:22][C:23]1[CH:28]=[CH:27][C:26]([C:29]2[C:30]([CH:38]=[O:39])=[CH:31][CH:32]=[C:33]([O:36][CH3:37])[C:34]=2[OH:35])=[CH:25][CH:24]=1)([CH3:20])([CH3:19])[CH3:18]. The catalyst is C(Cl)Cl. The product is [Br:1][CH2:4][CH:3]([O:5][CH2:6][CH3:7])[O:35][C:34]1[C:33]([O:36][CH3:37])=[CH:32][CH:31]=[C:30]([CH:38]=[O:39])[C:29]=1[C:26]1[CH:25]=[CH:24][C:23]([O:22][Si:21]([C:17]([CH3:20])([CH3:19])[CH3:18])([CH3:41])[CH3:40])=[CH:28][CH:27]=1. The yield is 0.920.